This data is from Forward reaction prediction with 1.9M reactions from USPTO patents (1976-2016). The task is: Predict the product of the given reaction. (1) Given the reactants [F:1][C:2]1[C:3]([C:11]#[N:12])=[N:4][CH:5]=[C:6]([N+:8]([O-])=O)[CH:7]=1, predict the reaction product. The product is: [NH2:8][C:6]1[CH:7]=[C:2]([F:1])[C:3]([C:11]#[N:12])=[N:4][CH:5]=1. (2) Given the reactants [F:1][C:2]1[C:3]([O:26]CC2C=CC=CC=2)=[C:4]2[C:8](=[CH:9][CH:10]=1)[N:7]([C:11]1[CH:16]=[CH:15][C:14]([O:17]CC3C=CC=CC=3)=[C:13]([F:25])[CH:12]=1)[CH:6]=[CH:5]2, predict the reaction product. The product is: [F:1][C:2]1[CH:10]=[CH:9][C:8]2[N:7]([C:11]3[CH:16]=[CH:15][C:14]([OH:17])=[C:13]([F:25])[CH:12]=3)[CH:6]=[CH:5][C:4]=2[C:3]=1[OH:26]. (3) Given the reactants C[Si](C)(C)N[Si](C)(C)C.[CH3:10][O:11][C:12]1[CH:13]=[C:14]([C:18](=O)[CH3:19])[CH:15]=[CH:16][CH:17]=1.[C:21]([CH2:23][C:24]([O:26][CH2:27][CH3:28])=[O:25])#[N:22].C(Cl)Cl, predict the reaction product. The product is: [C:21]([C:23](=[C:18]([C:14]1[CH:15]=[CH:16][CH:17]=[C:12]([O:11][CH3:10])[CH:13]=1)[CH3:19])[C:24]([O:26][CH2:27][CH3:28])=[O:25])#[N:22]. (4) Given the reactants [OH:1][C:2]1[C:10]([OH:11])=[CH:9][C:8]([C:12](=[O:20])[C:13]2[CH:18]=[CH:17][C:16]([CH3:19])=[CH:15][CH:14]=2)=[CH:7][C:3]=1[C:4]([OH:6])=[O:5].O[N:22]1[C:26](=[O:27])[CH2:25][CH2:24][C:23]1=[O:28].C1(N=C=N)CCCCC1, predict the reaction product. The product is: [O:28]=[C:23]1[CH2:24][CH2:25][C:26](=[O:27])[N:22]1[O:5][C:4](=[O:6])[C:3]1[CH:7]=[C:8]([C:12](=[O:20])[C:13]2[CH:18]=[CH:17][C:16]([CH3:19])=[CH:15][CH:14]=2)[CH:9]=[C:10]([OH:11])[C:2]=1[OH:1]. (5) Given the reactants [OH-].[Li+].[Cl:3][C:4]1[C:12]2[C:7](=[CH:8][CH:9]=[C:10]([NH:13][C:14]([O:16][C:17]([CH3:20])([CH3:19])[CH3:18])=[O:15])[CH:11]=2)[NH:6][C:5]=1[C:21]([O:23]CC)=[O:22].CO.O, predict the reaction product. The product is: [Cl:3][C:4]1[C:12]2[C:7](=[CH:8][CH:9]=[C:10]([NH:13][C:14]([O:16][C:17]([CH3:20])([CH3:18])[CH3:19])=[O:15])[CH:11]=2)[NH:6][C:5]=1[C:21]([OH:23])=[O:22]. (6) Given the reactants [CH2:1]([O:8][C:9]1[CH:10]=[C:11]2[C:16](=[CH:17][CH:18]=1)[CH:15]=[C:14](Br)[C:13]([O:20][CH2:21][O:22][CH3:23])=[CH:12]2)[C:2]1[CH:7]=[CH:6][CH:5]=[CH:4][CH:3]=1.C[O:25][C:26]([C:28]1[CH:33]=[CH:32][C:31](B(O)O)=[CH:30][CH:29]=1)=[O:27], predict the reaction product. The product is: [CH2:1]([O:8][C:9]1[CH:10]=[C:11]2[C:16](=[CH:17][CH:18]=1)[CH:15]=[C:14]([C:31]1[CH:32]=[CH:33][C:28]([C:26]([OH:27])=[O:25])=[CH:29][CH:30]=1)[C:13]([O:20][CH2:21][O:22][CH3:23])=[CH:12]2)[C:2]1[CH:7]=[CH:6][CH:5]=[CH:4][CH:3]=1. (7) The product is: [C:43]([NH:42][CH2:41][CH2:40][C:39]1[CH:38]=[C:37]([CH3:49])[C:36]([C:5]2[CH:4]=[CH:3][C:2]([F:1])=[C:10]3[C:6]=2[CH2:7][CH2:8][C@H:9]3[O:11][C:12]2[CH:25]=[CH:24][C:15]3[C@H:16]([CH2:19][C:20]([O:22][CH3:23])=[O:21])[CH2:17][O:18][C:14]=3[CH:13]=2)=[C:47]([CH3:48])[CH:46]=1)(=[O:45])[CH3:44]. Given the reactants [F:1][C:2]1[CH:3]=[CH:4][C:5](B2OC(C)(C)C(C)(C)O2)=[C:6]2[C:10]=1[C@H:9]([O:11][C:12]1[CH:25]=[CH:24][C:15]3[C@H:16]([CH2:19][C:20]([O:22][CH3:23])=[O:21])[CH2:17][O:18][C:14]=3[CH:13]=1)[CH2:8][CH2:7]2.Br[C:36]1[C:47]([CH3:48])=[CH:46][C:39]([CH2:40][CH2:41][NH:42][C:43](=[O:45])[CH3:44])=[CH:38][C:37]=1[CH3:49].BrC1C=CC(F)=C2C=1CC[C@H]2OC1C=CC2[C@H](CC(OC)=O)COC=2C=1, predict the reaction product.